Dataset: Full USPTO retrosynthesis dataset with 1.9M reactions from patents (1976-2016). Task: Predict the reactants needed to synthesize the given product. (1) Given the product [C:32]([C:29]1[N:30]=[CH:31][C:26]([N:22]2[CH2:23][CH2:24][CH:19]([N:5]([CH:2]3[CH2:4][CH2:3]3)[C:6](=[O:18])[C:7]3[CH:8]=[CH:9][C:10]([C:13]4[O:17][CH:16]=[N:15][CH:14]=4)=[CH:11][CH:12]=3)[CH2:20][CH2:21]2)=[N:27][CH:28]=1)#[N:33], predict the reactants needed to synthesize it. The reactants are: Cl.[CH:2]1([N:5]([CH:19]2[CH2:24][CH2:23][NH:22][CH2:21][CH2:20]2)[C:6](=[O:18])[C:7]2[CH:12]=[CH:11][C:10]([C:13]3[O:17][CH:16]=[N:15][CH:14]=3)=[CH:9][CH:8]=2)[CH2:4][CH2:3]1.Cl[C:26]1[N:27]=[CH:28][C:29]([C:32]#[N:33])=[N:30][CH:31]=1. (2) The reactants are: C([Sn](=O)CCCC)CCC.[CH2:11]([CH:13]([CH2:16][CH2:17][CH2:18][CH3:19])[CH2:14][OH:15])[CH3:12].[CH2:20]([Sn:24]([CH2:53][CH2:54][CH2:55][CH3:56])([O:44][CH2:45][CH:46]([CH2:51][CH3:52])[CH2:47][CH2:48][CH2:49][CH3:50])O[Sn:24]([CH2:20][CH2:21][CH2:22][CH3:23])([CH2:53][CH2:54][CH2:55][CH3:56])[O:44][CH2:45][CH:46]([CH2:51][CH3:52])[CH2:47][CH2:48][CH2:49][CH3:50])[CH2:21][CH2:22][CH3:23]. Given the product [CH2:53]([Sn:24]([CH2:20][CH2:21][CH2:22][CH3:23])([O:44][CH2:45][CH:46]([CH2:51][CH3:52])[CH2:47][CH2:48][CH2:49][CH3:50])[O:15][CH2:14][CH:13]([CH2:11][CH3:12])[CH2:16][CH2:17][CH2:18][CH3:19])[CH2:54][CH2:55][CH3:56], predict the reactants needed to synthesize it. (3) Given the product [ClH:23].[CH:6]1[C:7]2[C:12](=[CH:11][CH:10]=[CH:9][CH:8]=2)[CH:13]=[CH:14][C:5]=1[C@@H:4]1[C@@H:15]([C:16]2[CH:17]=[CH:18][CH:19]=[CH:20][CH:21]=2)[O:22][CH2:1][NH:2][CH2:3]1, predict the reactants needed to synthesize it. The reactants are: [CH3:1][NH:2][CH2:3][C@@H:4]([C@H:15]([OH:22])[C:16]1[CH:21]=[CH:20][CH:19]=[CH:18][CH:17]=1)[C:5]1[CH:14]=[CH:13][C:12]2[C:7](=[CH:8][CH:9]=[CH:10][CH:11]=2)[CH:6]=1.[ClH:23].C=O.C(OCC)C. (4) The reactants are: [C:1]([O:5][C:6]([N:8]1[CH2:13][CH2:12][N:11]([C:14]2[CH:19]=[C:18]([NH2:20])[C:17]([NH2:21])=[CH:16][C:15]=2[C:22](=[O:33])[NH:23][C:24]2[CH:32]=[CH:31][C:27]3[N:28]=[CH:29][S:30][C:26]=3[CH:25]=2)[CH2:10][CH2:9]1)=[O:7])([CH3:4])([CH3:3])[CH3:2].[N:34]([C:37]1[C:42]([CH3:43])=[CH:41][CH:40]=[CH:39][N:38]=1)=[C:35]=S. Given the product [C:1]([O:5][C:6]([N:8]1[CH2:13][CH2:12][N:11]([C:14]2[C:15]([C:22](=[O:33])[NH:23][C:24]3[CH:32]=[CH:31][C:27]4[N:28]=[CH:29][S:30][C:26]=4[CH:25]=3)=[CH:16][C:17]3[N:21]=[C:35]([NH:34][C:37]4[C:42]([CH3:43])=[CH:41][CH:40]=[CH:39][N:38]=4)[NH:20][C:18]=3[CH:19]=2)[CH2:10][CH2:9]1)=[O:7])([CH3:4])([CH3:2])[CH3:3], predict the reactants needed to synthesize it. (5) Given the product [CH3:25][C:24]1[C:12]2[N:11]=[C:10]([C@H:8]([NH2:7])[CH3:9])[N:14]([C:15]3[CH:20]=[CH:19][CH:18]=[CH:17][CH:16]=3)[C:13]=2[CH:21]=[CH:22][CH:23]=1, predict the reactants needed to synthesize it. The reactants are: C(OC(=O)[NH:7][C@@H:8]([C:10]1[N:14]([C:15]2[CH:20]=[CH:19][CH:18]=[CH:17][CH:16]=2)[C:13]2[CH:21]=[CH:22][CH:23]=[C:24]([CH3:25])[C:12]=2[N:11]=1)[CH3:9])(C)(C)C.C(O)(C(F)(F)F)=O. (6) Given the product [C:1]([C:4]1[CH:5]=[CH:6][C:7]([N:14]([CH3:26])[CH:15]2[CH2:18][N:17]([C:19]([O:21][C:22]([CH3:25])([CH3:24])[CH3:23])=[O:20])[CH2:16]2)=[C:8]2[C:12]=1[NH:11][C:10]([CH:29]1[CH:28]=[CH:27][O:32][CH2:30]1)=[CH:9]2)(=[O:3])[NH2:2], predict the reactants needed to synthesize it. The reactants are: [C:1]([C:4]1[CH:5]=[CH:6][C:7]([N:14]([CH3:26])[CH:15]2[CH2:18][N:17]([C:19]([O:21][C:22]([CH3:25])([CH3:24])[CH3:23])=[O:20])[CH2:16]2)=[C:8]2[C:12]=1[NH:11][C:10](I)=[CH:9]2)(=[O:3])[NH2:2].[CH2:27]([OH:32])/[CH:28]=[CH:29]\[CH2:30]O.C([O-])(O)=O.[Na+].